From a dataset of Full USPTO retrosynthesis dataset with 1.9M reactions from patents (1976-2016). Predict the reactants needed to synthesize the given product. (1) Given the product [CH3:27][O:28][C:29](=[O:32])[CH2:30][O:26][C:5]1[CH:4]=[CH:3][C:2]([F:1])=[C:11]2[C:6]=1[C:7]([CH3:25])=[C:8]([CH2:13][C:14]1[CH:19]=[CH:18][C:17]([N:20]3[CH:24]=[CH:23][CH:22]=[N:21]3)=[CH:16][CH:15]=1)[C:9](=[O:12])[NH:10]2, predict the reactants needed to synthesize it. The reactants are: [F:1][C:2]1[CH:3]=[CH:4][C:5]([OH:26])=[C:6]2[C:11]=1[NH:10][C:9](=[O:12])[C:8]([CH2:13][C:14]1[CH:19]=[CH:18][C:17]([N:20]3[CH:24]=[CH:23][CH:22]=[N:21]3)=[CH:16][CH:15]=1)=[C:7]2[CH3:25].[CH3:27][O:28][C:29](=[O:32])[CH2:30]Br. (2) Given the product [CH3:32][N:33]1[C:37]([NH:38][C:12]([C:11]2[CH:15]=[CH:16][CH:17]=[CH:18][C:10]=2[S:9][C:1](=[O:8])[C:2]2[CH:3]=[CH:4][CH:5]=[CH:6][CH:7]=2)=[O:14])=[CH:36][C:35]([CH3:39])=[N:34]1, predict the reactants needed to synthesize it. The reactants are: [C:1]([S:9][C:10]1[CH:18]=[CH:17][CH:16]=[CH:15][C:11]=1[C:12]([OH:14])=O)(=[O:8])[C:2]1[CH:7]=[CH:6][CH:5]=[CH:4][CH:3]=1.C(Cl)(=O)C(Cl)=O.CCN(CC)CC.[CH3:32][N:33]1[C:37]([NH2:38])=[CH:36][C:35]([CH3:39])=[N:34]1. (3) The reactants are: C(OC(=O)[NH:7][C:8]1[CH:13]=[C:12]([O:14][CH3:15])[C:11]([C:16]([F:19])([F:18])[F:17])=[CH:10][C:9]=1[NH:20][C:21](=[O:44])[CH2:22][C:23](=O)[C:24]1[CH:29]=[CH:28][CH:27]=[C:26]([N:30]2[C:34]([CH2:35][O:36]C3CCCCO3)=[CH:33][N:32]=[N:31]2)[CH:25]=1)(C)(C)C.C(O)(C(F)(F)F)=O. Given the product [OH:36][CH2:35][C:34]1[N:30]([C:26]2[CH:25]=[C:24]([C:23]3[CH2:22][C:21](=[O:44])[NH:20][C:9]4[CH:10]=[C:11]([C:16]([F:19])([F:18])[F:17])[C:12]([O:14][CH3:15])=[CH:13][C:8]=4[N:7]=3)[CH:29]=[CH:28][CH:27]=2)[N:31]=[N:32][CH:33]=1, predict the reactants needed to synthesize it. (4) Given the product [CH3:15][C:16]1[CH:23]=[CH:22][C:19]([CH2:20][NH:21][CH:11]2[CH2:12][CH2:13][N:8]([CH2:1][C:2]3[CH:7]=[CH:6][CH:5]=[CH:4][CH:3]=3)[CH2:9][CH2:10]2)=[CH:18][CH:17]=1, predict the reactants needed to synthesize it. The reactants are: [CH2:1]([N:8]1[CH2:13][CH2:12][C:11](=O)[CH2:10][CH2:9]1)[C:2]1[CH:7]=[CH:6][CH:5]=[CH:4][CH:3]=1.[CH3:15][C:16]1[CH:23]=[CH:22][C:19]([CH2:20][NH2:21])=[CH:18][CH:17]=1.[BH4-].[Na+].